Task: Regression. Given a peptide amino acid sequence and an MHC pseudo amino acid sequence, predict their binding affinity value. This is MHC class II binding data.. Dataset: Peptide-MHC class II binding affinity with 134,281 pairs from IEDB (1) The peptide sequence is ETVEKIVDQYREPVK. The MHC is DRB3_0101 with pseudo-sequence DRB3_0101. The binding affinity (normalized) is 0. (2) The peptide sequence is IITPTNVSHIQSAVV. The MHC is DRB1_0802 with pseudo-sequence DRB1_0802. The binding affinity (normalized) is 0.589. (3) The peptide sequence is NDNNLYKLHGGHVSC. The MHC is DRB1_0405 with pseudo-sequence DRB1_0405. The binding affinity (normalized) is 0.00132. (4) The peptide sequence is RQEKWMTGRMGERQL. The MHC is HLA-DQA10501-DQB10302 with pseudo-sequence HLA-DQA10501-DQB10302. The binding affinity (normalized) is 0. (5) The peptide sequence is FDGPRTNTILEDNNEVEV. The MHC is DRB1_0401 with pseudo-sequence DRB1_0401. The binding affinity (normalized) is 0.166. (6) The peptide sequence is GAGKTRRFLPQILAEHHHHHH. The MHC is HLA-DQA10103-DQB10603 with pseudo-sequence HLA-DQA10103-DQB10603. The binding affinity (normalized) is 0. (7) The peptide sequence is QGQMVHQAISPRTLN. The MHC is DRB3_0101 with pseudo-sequence DRB3_0101. The binding affinity (normalized) is 0.